Dataset: Reaction yield outcomes from USPTO patents with 853,638 reactions. Task: Predict the reaction yield, written as a fraction of the theoretical maximum amount of product (1.0 means a 100% yield; for example, 0.34 means a 34% yield). (1) The reactants are C(Cl)CCl.[C:5]([O:9][C:10](=[O:18])[C:11]([CH3:17])([CH3:16])[CH2:12][C:13]([OH:15])=[O:14])([CH3:8])([CH3:7])[CH3:6].[Cl:19][C:20]1[CH:25]=[CH:24][C:23]([C:26]2([NH:29][C:30](=[O:64])/[CH:31]=[CH:32]/[C@:33]34[CH2:59][C:58](=[O:60])[C:57]([CH:61]([CH3:63])[CH3:62])=[C:34]3[C@@H:35]3[C@@:48]([CH3:51])([CH2:49][CH2:50]4)[C@@:47]4([CH3:52])[C@@H:38]([C@:39]5([CH3:56])[C@@H:44]([CH2:45][CH2:46]4)[C:43]([CH3:54])([CH3:53])[C@@H:42](O)[CH2:41][CH2:40]5)[CH2:37][CH2:36]3)[CH2:28][CH2:27]2)=[CH:22][CH:21]=1. The catalyst is CN(C1C=CN=CC=1)C.ClCCl. The product is [CH3:16][C:11]([CH3:17])([CH2:12][C:13]([O:15][C@H:42]1[CH2:41][CH2:40][C@@:39]2([CH3:56])[C@@H:44]([CH2:45][CH2:46][C@:47]3([CH3:52])[C@@H:38]2[CH2:37][CH2:36][C@H:35]2[C@@:48]3([CH3:51])[CH2:49][CH2:50][C@@:33]3(/[CH:32]=[CH:31]/[C:30]([NH:29][C:26]4([C:23]5[CH:22]=[CH:21][C:20]([Cl:19])=[CH:25][CH:24]=5)[CH2:27][CH2:28]4)=[O:64])[CH2:59][C:58](=[O:60])[C:57]([CH:61]([CH3:63])[CH3:62])=[C:34]32)[C:43]1([CH3:53])[CH3:54])=[O:14])[C:10]([O:9][C:5]([CH3:8])([CH3:6])[CH3:7])=[O:18]. The yield is 0.512. (2) The reactants are [CH3:1][C:2]1[CH:7]=[CH:6][C:5]([CH2:8][N:9]2[C:13](=[O:14])[N:12](C)[C:11]([CH2:16][CH2:17][CH2:18][C:19]3[CH:33]=[CH:32][C:22]([O:23][C:24]([CH3:31])([CH3:30])[C:25]([O:27]CC)=[O:26])=[CH:21][CH:20]=3)=[N:10]2)=[CH:4][CH:3]=1.[OH-].[Na+]. The catalyst is C1(C)C=CC=CC=1. The product is [CH3:1][C:2]1[CH:3]=[CH:4][C:5]([CH2:8][N:9]2[C:13](=[O:14])[N:12]=[C:11]([CH2:16][CH2:17][CH2:18][C:19]3[CH:20]=[CH:21][C:22]([O:23][C:24]([CH3:31])([CH3:30])[C:25]([OH:27])=[O:26])=[CH:32][CH:33]=3)[NH:10]2)=[CH:6][CH:7]=1. The yield is 0.953. (3) The reactants are [F:1][C:2]1[CH:3]=[C:4]2[C:8](=[CH:9][CH:10]=1)[NH:7][C:6](=[O:11])[C:5]2=[O:12].[H-].[Na+].[CH3:15][O:16][C:17]1[CH:24]=[CH:23][C:20]([CH2:21]Cl)=[CH:19][CH:18]=1. The catalyst is CN(C=O)C. The product is [F:1][C:2]1[CH:3]=[C:4]2[C:8](=[CH:9][CH:10]=1)[N:7]([CH2:21][C:20]1[CH:23]=[CH:24][C:17]([O:16][CH3:15])=[CH:18][CH:19]=1)[C:6](=[O:11])[C:5]2=[O:12]. The yield is 0.820. (4) The reactants are [CH2:1]([O:3][C:4]1[CH:5]=[C:6]([CH:9]=[CH:10][CH:11]=1)[CH2:7][OH:8])[CH3:2].[CH3:12][S:13](Cl)(=[O:15])=[O:14].C(N(CC)CC)C.O. The catalyst is C(Cl)Cl. The product is [CH3:12][S:13]([O:8][CH2:7][C:6]1[CH:9]=[CH:10][CH:11]=[C:4]([O:3][CH2:1][CH3:2])[CH:5]=1)(=[O:15])=[O:14]. The yield is 0.990. (5) The product is [C@H:45]12[CH2:48][C@H:47]([N:46]([CH2:50][CH2:51][NH:1][C@:4]34[CH2:39][CH2:38][C@@H:37]([C:40]([CH3:42])=[CH2:41])[C@@H:5]3[C@@H:6]3[C@@:19]([CH3:22])([CH2:20][CH2:21]4)[C@@:18]4([CH3:23])[C@@H:9]([C@:10]5([CH3:36])[C@@H:15]([CH2:16][CH2:17]4)[C:14]([CH3:25])([CH3:24])[C:13]([C:26]4[CH:35]=[CH:34][C:29]([C:30]([O:32][CH3:33])=[O:31])=[CH:28][CH:27]=4)=[CH:12][CH2:11]5)[CH2:8][CH2:7]3)[CH2:43]1)[CH2:49][O:55]2. The reactants are [N:1]1([C@:4]23[CH2:39][CH2:38][C@@H:37]([C:40]([CH3:42])=[CH2:41])[C@@H:5]2[C@@H:6]2[C@@:19]([CH3:22])([CH2:20][CH2:21]3)[C@@:18]3([CH3:23])[C@@H:9]([C@:10]4([CH3:36])[C@@H:15]([CH2:16][CH2:17]3)[C:14]([CH3:25])([CH3:24])[C:13]([C:26]3[CH:35]=[CH:34][C:29]([C:30]([O:32][CH3:33])=[O:31])=[CH:28][CH:27]=3)=[CH:12][CH2:11]4)[CH2:8][CH2:7]2)CC1.[CH:43]([N:46]([CH2:50][CH3:51])[CH:47]([CH3:49])[CH3:48])([CH3:45])C.C1C[O:55]CC1. No catalyst specified. The yield is 0.324. (6) The reactants are [O:1]1[C:5]2([CH2:10][CH2:9][CH:8]([OH:11])[CH2:7][CH2:6]2)[O:4][CH2:3][CH2:2]1.Br[CH2:13][C:14]#[CH:15]. No catalyst specified. The product is [CH2:15]([O:11][CH:8]1[CH2:9][CH2:10][C:5]2([O:4][CH2:3][CH2:2][O:1]2)[CH2:6][CH2:7]1)[C:14]#[CH:13]. The yield is 0.168. (7) The reactants are [CH3:1][C:2]([C:4]1[CH:9]=[CH:8][C:7]([OH:10])=[C:6]([O:11][CH3:12])[CH:5]=1)=[O:3].[CH2:13](Br)[C:14]1[CH:19]=[CH:18][CH:17]=[CH:16][CH:15]=1.C(=O)([O-])[O-].[K+].[K+]. The catalyst is CN(C=O)C. The product is [CH2:13]([O:10][C:7]1[CH:8]=[CH:9][C:4]([C:2](=[O:3])[CH3:1])=[CH:5][C:6]=1[O:11][CH3:12])[C:14]1[CH:19]=[CH:18][CH:17]=[CH:16][CH:15]=1. The yield is 0.990.